Dataset: Forward reaction prediction with 1.9M reactions from USPTO patents (1976-2016). Task: Predict the product of the given reaction. (1) The product is: [CH3:12][O:11][C:3]1[CH:4]=[C:5]([N+:8]([O-:10])=[O:9])[CH:6]=[CH:7][C:2]=1[C:14]#[C:13][Si:15]([CH3:18])([CH3:17])[CH3:16]. Given the reactants Br[C:2]1[CH:7]=[CH:6][C:5]([N+:8]([O-:10])=[O:9])=[CH:4][C:3]=1[O:11][CH3:12].[C:13]([Si:15]([CH3:18])([CH3:17])[CH3:16])#[CH:14].C(N(CC)CC)C.C([O-])(O)=O.[Na+], predict the reaction product. (2) Given the reactants [ClH:1].[N:2]12[CH2:11][CH:6]3[CH2:7][CH:8]([CH2:10][CH:4]([C@@H:5]3[NH2:12])[CH2:3]1)[CH2:9]2.[NH:13]1[C:21]2[C:16](=[CH:17][C:18]([C:22](O)=[O:23])=[CH:19][CH:20]=2)[CH:15]=[CH:14]1.N, predict the reaction product. The product is: [ClH:1].[N:2]12[CH2:11][CH:6]3[CH2:7][CH:8]([CH2:10][CH:4]([C@@H:5]3[NH:12][C:22]([C:18]3[CH:17]=[C:16]4[C:21](=[CH:20][CH:19]=3)[NH:13][CH:14]=[CH:15]4)=[O:23])[CH2:3]1)[CH2:9]2. (3) Given the reactants [N:1]1([C:8]2[CH:13]=[CH:12][C:11]([N:14]3[CH:23]=[CH:22][C:21]4[C:16](=[CH:17][CH:18]=[C:19]([O:24][CH2:25][C@@H:26]5[CH2:30][CH2:29][CH2:28][O:27]5)[CH:20]=4)[C:15]3=[O:31])=[CH:10][C:9]=2[O:32][CH3:33])[CH2:7][CH2:6][CH2:5][NH:4][CH2:3][CH2:2]1.Br[CH2:35][CH2:36][CH2:37][F:38].C(=O)([O-])[O-].[Cs+].[Cs+], predict the reaction product. The product is: [F:38][CH2:37][CH2:36][CH2:35][N:4]1[CH2:5][CH2:6][CH2:7][N:1]([C:8]2[CH:13]=[CH:12][C:11]([N:14]3[CH:23]=[CH:22][C:21]4[C:16](=[CH:17][CH:18]=[C:19]([O:24][CH2:25][C@@H:26]5[CH2:30][CH2:29][CH2:28][O:27]5)[CH:20]=4)[C:15]3=[O:31])=[CH:10][C:9]=2[O:32][CH3:33])[CH2:2][CH2:3]1. (4) Given the reactants [CH2:1]([O:8][C@@H:9]([CH3:14])[C:10](OC)=[O:11])[C:2]1[CH:7]=[CH:6][CH:5]=[CH:4][CH:3]=1.CC(C[AlH]CC(C)C)C, predict the reaction product. The product is: [CH2:1]([O:8][C@@H:9]([CH3:14])[CH:10]=[O:11])[C:2]1[CH:7]=[CH:6][CH:5]=[CH:4][CH:3]=1. (5) Given the reactants [Br:1][C:2]1[CH:3]=[C:4]([N+:11]([O-:13])=[O:12])[CH:5]=[C:6]([CH:10]=1)[C:7]([OH:9])=[O:8].Cl.[CH3:15]O, predict the reaction product. The product is: [Br:1][C:2]1[CH:3]=[C:4]([N+:11]([O-:13])=[O:12])[CH:5]=[C:6]([CH:10]=1)[C:7]([O:9][CH3:15])=[O:8]. (6) Given the reactants [Cl:1][C:2]1[C:10]([Cl:11])=[CH:9][CH:8]=[CH:7][C:3]=1[C:4]([OH:6])=O.[CH:12]1([C:15]2[N:20]=[CH:19][C:18]([CH:21]([CH2:24][C:25]3([CH:28]([F:30])[F:29])[CH2:27][CH2:26]3)[CH2:22][NH2:23])=[CH:17][CH:16]=2)[CH2:14][CH2:13]1, predict the reaction product. The product is: [Cl:1][C:2]1[C:10]([Cl:11])=[CH:9][CH:8]=[CH:7][C:3]=1[C:4]([NH:23][CH2:22][CH:21]([C:18]1[CH:19]=[N:20][C:15]([CH:12]2[CH2:14][CH2:13]2)=[CH:16][CH:17]=1)[CH2:24][C:25]1([CH:28]([F:29])[F:30])[CH2:27][CH2:26]1)=[O:6]. (7) Given the reactants [CH2:1]([O:11][C:12]1[CH:21]=[CH:20][C:15]([C:16](OC)=[O:17])=[CH:14][CH:13]=1)[CH2:2][CH2:3][CH2:4][CH2:5][CH2:6][CH2:7][CH2:8][CH2:9][CH3:10].C([O-])([O-])=O.[K+].[K+].OC1C=CC(C=O)=CC=1.[Br:37]CCCCCCCCCCBr, predict the reaction product. The product is: [Br:37][CH2:10][CH2:9][CH2:8][CH2:7][CH2:6][CH2:5][CH2:4][CH2:3][CH2:2][CH2:1][O:11][C:12]1[CH:21]=[CH:20][C:15]([CH:16]=[O:17])=[CH:14][CH:13]=1. (8) Given the reactants [C:1]([CH2:3][CH:4]1[CH2:6][C:5]1([NH:16][C:17](=[O:20])[O:18][CH3:19])[C:7]1[CH:12]=[CH:11][CH:10]=[C:9]([N+:13]([O-:15])=[O:14])[CH:8]=1)#N.S(Cl)(Cl)=O.C([O-])(O)=[O:26].[Na+].[CH2:30]([OH:32])[CH3:31], predict the reaction product. The product is: [CH3:19][O:18][C:17]([NH:16][C:5]1([C:7]2[CH:12]=[CH:11][CH:10]=[C:9]([N+:13]([O-:15])=[O:14])[CH:8]=2)[CH2:6][CH:4]1[CH2:3][C:1]([O:32][CH2:30][CH3:31])=[O:26])=[O:20]. (9) Given the reactants [F:1][C:2]1[C:3]([NH:28][C@@H:29]([C:32]([CH3:35])([CH3:34])[CH3:33])[CH2:30][OH:31])=C[C:5]([C:8]2[C:16]3[C:11](=[N:12][CH:13]=[C:14]([F:17])[CH:15]=3)[N:10](S(C3C=CC(C)=CC=3)(=O)=O)[CH:9]=2)=[N:6][CH:7]=1.C(#[N:38])C.O, predict the reaction product. The product is: [F:1][C:2]1[C:3]([NH:28][C@@H:29]([C:32]([CH3:35])([CH3:34])[CH3:33])[CH2:30][OH:31])=[N:38][C:5]([C:8]2[C:16]3[C:11](=[N:12][CH:13]=[C:14]([F:17])[CH:15]=3)[NH:10][CH:9]=2)=[N:6][CH:7]=1. (10) The product is: [NH2:4][C@:5]1([C:22]([OH:23])=[O:43])[C@@H:9]([CH2:10][CH2:11][CH2:12][B:13]([OH:14])[OH:17])[CH2:8][N:7]([CH2:36][CH:37]([CH3:39])[CH3:38])[CH2:6]1. Given the reactants C([NH:4][C@:5]1([C:22](NC(C)(C)C)=[O:23])[C@@H:9]([CH2:10][CH2:11][CH2:12][B:13]2[O:17]C(C)(C)C(C)(C)[O:14]2)[CH2:8][NH:7][CH2:6]1)(=O)C.S([O-])([O-])(=O)=O.[Na+].[Na+].[CH:36](=O)[CH:37]([CH3:39])[CH3:38].C(O[BH-](OC(=O)C)OC(=O)C)(=[O:43])C.[Na+].C(=O)([O-])[O-].[Na+].[Na+], predict the reaction product.